Dataset: Full USPTO retrosynthesis dataset with 1.9M reactions from patents (1976-2016). Task: Predict the reactants needed to synthesize the given product. Given the product [CH2:1]([O:3][C:4](=[O:18])[CH2:5][C:6]1[C:7]([CH3:17])=[C:8]([CH2:24][C:23]2[CH:26]=[CH:27][C:20]([Cl:19])=[CH:21][CH:22]=2)[N:9]2[C:14]=1[CH:13]=[C:12]([C:15]#[N:16])[CH:11]=[CH:10]2)[CH3:2], predict the reactants needed to synthesize it. The reactants are: [CH2:1]([O:3][C:4](=[O:18])[CH2:5][C:6]1[C:7]([CH3:17])=[CH:8][N:9]2[C:14]=1[CH:13]=[C:12]([C:15]#[N:16])[CH:11]=[CH:10]2)[CH3:2].[Cl:19][C:20]1[CH:27]=[CH:26][C:23]([CH:24]=O)=[CH:22][CH:21]=1.